From a dataset of Forward reaction prediction with 1.9M reactions from USPTO patents (1976-2016). Predict the product of the given reaction. (1) The product is: [S:1]1[CH:5]=[CH:4][CH:3]=[C:2]1[C:18]([C:15]1[CH:16]=[CH:17][C:12]([OH:11])=[CH:13][CH:14]=1)=[CH2:19]. Given the reactants [S:1]1[CH:5]=[CH:4][CH:3]=[CH:2]1.[Li]CCCC.[OH:11][C:12]1[CH:17]=[CH:16][C:15]([C:18](=O)[CH3:19])=[CH:14][CH:13]=1.CC1C=CC(S(O)(=O)=O)=CC=1, predict the reaction product. (2) Given the reactants [F:1][C:2]1[CH:3]=[N:4][C:5]2[C:10]([C:11]=1[CH2:12][CH2:13][C@H:14]1[CH2:19][CH2:18][C@H:17]([NH:20][CH2:21][C:22]3[CH:23]=[CH:24][C:25]4[O:26][CH2:27][C:28](=[O:32])[NH:29][C:30]=4[N:31]=3)[CH2:16][N:15]1C(OC(C)(C)C)=O)=[N:9][C:8]([O:40][CH3:41])=[CH:7][CH:6]=2.FC(F)(F)C(O)=O, predict the reaction product. The product is: [F:1][C:2]1[CH:3]=[N:4][C:5]2[C:10]([C:11]=1[CH2:12][CH2:13][C@@H:14]1[NH:15][CH2:16][C@@H:17]([NH:20][CH2:21][C:22]3[CH:23]=[CH:24][C:25]4[O:26][CH2:27][C:28](=[O:32])[NH:29][C:30]=4[N:31]=3)[CH2:18][CH2:19]1)=[N:9][C:8]([O:40][CH3:41])=[CH:7][CH:6]=2. (3) The product is: [F:1][C:2]([F:11])([C:13]1[CH:14]=[C:15]2[C:20](=[CH:21][CH:22]=1)[N:19]=[CH:18][CH:17]=[CH:16]2)[C:3]([C:5]1[CH:6]=[CH:7][CH:8]=[CH:9][CH:10]=1)=[O:4]. Given the reactants [F:1][CH:2]([F:11])[C:3]([C:5]1[CH:10]=[CH:9][CH:8]=[CH:7][CH:6]=1)=[O:4].Br[C:13]1[CH:14]=[C:15]2[C:20](=[CH:21][CH:22]=1)[N:19]=[CH:18][CH:17]=[CH:16]2.ClC1C=C2C(=CC=1)N=CC=C2, predict the reaction product. (4) Given the reactants C([O:3][C:4](=[O:25])[C:5]([CH2:17][C:18]1[CH:23]=[CH:22][C:21](O)=[CH:20][CH:19]=1)([O:10][C:11]1[CH:16]=[CH:15][CH:14]=[CH:13][CH:12]=1)[CH2:6][CH2:7][CH2:8][CH3:9])C.[CH3:26][C:27]1[O:31][C:30]([C:32]2[CH:37]=[CH:36][CH:35]=[CH:34][C:33]=2C2C=CC=CC=2)=[N:29][C:28]=1[CH2:44][CH2:45][O:46]S(C1C=CC(C)=CC=1)(=O)=O.C([O-])([O-])=O.[K+].[K+].[OH-].[Na+], predict the reaction product. The product is: [C:35]1([C:11]2[CH:16]=[CH:15][CH:14]=[CH:13][CH:12]=2)[CH:34]=[CH:33][C:32]([C:30]2[O:31][C:27]([CH3:26])=[C:28]([CH2:44][CH2:45][O:46][C:21]3[CH:20]=[CH:19][C:18]([CH2:17][C:5]([O:10][C:11]4[CH:16]=[CH:15][CH:14]=[CH:13][CH:12]=4)([CH2:6][CH2:7][CH2:8][CH3:9])[C:4]([OH:3])=[O:25])=[CH:23][CH:22]=3)[N:29]=2)=[CH:37][CH:36]=1. (5) Given the reactants [F:1][C:2]1[CH:3]=[CH:4][C:5]([N+:9]([O-:11])=[O:10])=[C:6](N)[CH:7]=1.FC(F)(F)C(OC(=O)C(F)(F)F)=O.FC(F)(F)[C:27]([NH2:29])=O.[OH-].[Na+].S(OC)(OC)(=O)=O, predict the reaction product. The product is: [F:1][C:2]1[CH:3]=[CH:4][C:5]([N+:9]([O-:11])=[O:10])=[C:6]([CH2:27][NH2:29])[CH:7]=1. (6) Given the reactants CC1(C)C(C)(C)OB([C:9]2[CH:18]=[CH:17][C:12]([O:13][CH2:14][CH2:15][OH:16])=[CH:11][CH:10]=2)O1.C([C:22]1[C:30]([CH3:31])=[C:29](Br)[CH:28]=[CH:27][C:23]=1[C:24]([OH:26])=[O:25])C.P([O-])([O-])([O-])=O.[K+].[K+].[K+].O.O1CCO[CH2:44][CH2:43]1, predict the reaction product. The product is: [OH:16][CH2:15][CH2:14][O:13][C:12]1[CH:11]=[CH:10][C:9]([C:29]2[CH:28]=[CH:27][C:23]([C:24]([O:26][CH2:43][CH3:44])=[O:25])=[CH:22][C:30]=2[CH3:31])=[CH:18][CH:17]=1. (7) The product is: [CH3:1][S:2]([N:5]([CH2:20][C:21]1[O:22][C:23]2[CH:29]=[C:28]([C:30]3[C:38]4[C:33](=[CH:34][CH:35]=[CH:36][CH:37]=4)[N:32]([S:40]([C:43]4[CH:48]=[CH:47][CH:46]=[CH:45][CH:44]=4)(=[O:41])=[O:42])[CH:31]=3)[CH:27]=[CH:26][C:24]=2[N:25]=1)[C:6](=[O:12])[O:7][C:8]([CH3:9])([CH3:11])[CH3:10])(=[O:4])=[O:3]. Given the reactants [CH3:1][S:2]([NH:5][C:6](=[O:12])[O:7][C:8]([CH3:11])([CH3:10])[CH3:9])(=[O:4])=[O:3].C([O-])([O-])=O.[K+].[K+].Cl[CH2:20][C:21]1[O:22][C:23]2[CH:29]=[C:28]([C:30]3[C:38]4[C:33](=[CH:34][C:35](F)=[CH:36][CH:37]=4)[N:32]([S:40]([C:43]4[CH:48]=[CH:47][CH:46]=[CH:45][CH:44]=4)(=[O:42])=[O:41])[CH:31]=3)[CH:27]=[CH:26][C:24]=2[N:25]=1, predict the reaction product.